This data is from Forward reaction prediction with 1.9M reactions from USPTO patents (1976-2016). The task is: Predict the product of the given reaction. Given the reactants [CH3:1][C:2]1[S:3][C:4]2[CH:10]=[C:9]([C:11]([C@H:13]3[CH2:15][C@@H:14]3[C:16]([O:18]C)=[O:17])=[O:12])[CH:8]=[CH:7][C:5]=2[N:6]=1.[OH-].[Na+], predict the reaction product. The product is: [CH3:1][C:2]1[S:3][C:4]2[CH:10]=[C:9]([C:11]([C@H:13]3[CH2:15][C@@H:14]3[C:16]([OH:18])=[O:17])=[O:12])[CH:8]=[CH:7][C:5]=2[N:6]=1.